Dataset: Forward reaction prediction with 1.9M reactions from USPTO patents (1976-2016). Task: Predict the product of the given reaction. (1) The product is: [ClH:41].[ClH:41].[CH3:27][N:19]1[CH2:20][CH2:21][N:16]([C:5]2[C:4]3[N:3]=[C:2]([CH3:1])[S:11][C:10]=3[NH:9][C:8]3[CH:12]=[CH:13][CH:14]=[CH:15][C:7]=3[N:6]=2)[CH2:17][C@@H:18]1[CH2:22][CH2:23][OH:24]. Given the reactants [CH3:1][C:2]1[S:11][C:10]2[NH:9][C:8]3[CH:12]=[CH:13][CH:14]=[CH:15][C:7]=3[N:6]=[C:5]([N:16]3[CH2:21][CH2:20][NH:19][C@@H:18]([CH2:22][CH2:23][OH:24])[CH2:17]3)[C:4]=2[N:3]=1.C=O.[C:27](O[BH-](OC(=O)C)OC(=O)C)(=O)C.[Na+].[Cl:41]C(Cl)C, predict the reaction product. (2) The product is: [CH3:11][O:12][C:13](=[O:20])[CH2:14][CH2:15][CH2:16][CH2:17][CH2:18][NH:19][C:7]([C:2]1[CH:3]=[CH:4][CH:5]=[CH:6][N:1]=1)=[O:9]. Given the reactants [N:1]1[CH:6]=[CH:5][CH:4]=[CH:3][C:2]=1[C:7]([OH:9])=O.Cl.[CH3:11][O:12][C:13](=[O:20])[CH2:14][CH2:15][CH2:16][CH2:17][CH2:18][NH2:19].O.OC1C2N=NNC=2C=CC=1.CN1CCOCC1.CCN=C=NCCCN(C)C.Cl, predict the reaction product.